This data is from Peptide-MHC class I binding affinity with 185,985 pairs from IEDB/IMGT. The task is: Regression. Given a peptide amino acid sequence and an MHC pseudo amino acid sequence, predict their binding affinity value. This is MHC class I binding data. (1) The peptide sequence is PISELSRLRY. The MHC is HLA-A11:01 with pseudo-sequence HLA-A11:01. The binding affinity (normalized) is 0.390. (2) The peptide sequence is LDFVRFMGV. The MHC is HLA-A68:01 with pseudo-sequence HLA-A68:01. The binding affinity (normalized) is 0.0398. (3) The peptide sequence is VTLFSNLGY. The MHC is HLA-B57:01 with pseudo-sequence HLA-B57:01. The binding affinity (normalized) is 0.0847. (4) The peptide sequence is FVRSSPANF. The MHC is HLA-B58:01 with pseudo-sequence HLA-B58:01. The binding affinity (normalized) is 0.0847. (5) The peptide sequence is KCPALACT. The MHC is Mamu-A01 with pseudo-sequence Mamu-A01. The binding affinity (normalized) is 0. (6) The peptide sequence is YLLPRRGPRL. The MHC is HLA-A68:02 with pseudo-sequence HLA-A68:02. The binding affinity (normalized) is 0. (7) The peptide sequence is AEAAVKPLLA. The MHC is HLA-B44:02 with pseudo-sequence HLA-B44:02. The binding affinity (normalized) is 0.570.